This data is from Forward reaction prediction with 1.9M reactions from USPTO patents (1976-2016). The task is: Predict the product of the given reaction. (1) The product is: [C:6]([C:8]1[C:16]2[C:11](=[CH:12][CH:13]=[C:14]([CH3:17])[CH:15]=2)[N:10]([C:18]2[C:27]3[C:22](=[CH:23][CH:24]=[CH:25][CH:26]=3)[N:21]=[CH:20][CH:19]=2)[CH:9]=1)([OH:7])=[O:5]. Given the reactants O.[OH-].[Li+].C[O:5][C:6]([C:8]1[C:16]2[C:11](=[CH:12][CH:13]=[C:14]([CH3:17])[CH:15]=2)[N:10]([C:18]2[C:27]3[C:22](=[CH:23][CH:24]=[CH:25][CH:26]=3)[N:21]=[CH:20][CH:19]=2)[CH:9]=1)=[O:7], predict the reaction product. (2) Given the reactants [NH2:1][C:2]1[CH:7]=[CH:6][C:5]([C@H:8]2[O:13][CH2:12][CH2:11][N:10]([C:14]([O:16][C:17]([CH3:20])([CH3:19])[CH3:18])=[O:15])[CH2:9]2)=[CH:4][CH:3]=1.C1C(=O)N([Br:28])C(=O)C1.CCOC(C)=O, predict the reaction product. The product is: [NH2:1][C:2]1[CH:7]=[CH:6][C:5]([C@H:8]2[O:13][CH2:12][CH2:11][N:10]([C:14]([O:16][C:17]([CH3:20])([CH3:19])[CH3:18])=[O:15])[CH2:9]2)=[CH:4][C:3]=1[Br:28]. (3) Given the reactants [NH:1]1[C:9]2[C:4](=[CH:5][CH:6]=[CH:7][CH:8]=2)[CH:3]=[CH:2]1.[H-].[Na+].[C:12]1([S:18](Cl)(=[O:20])=[O:19])[CH:17]=[CH:16][CH:15]=[CH:14][CH:13]=1, predict the reaction product. The product is: [C:12]1([S:18]([N:1]2[C:9]3[C:4](=[CH:5][CH:6]=[CH:7][CH:8]=3)[CH:3]=[CH:2]2)(=[O:20])=[O:19])[CH:17]=[CH:16][CH:15]=[CH:14][CH:13]=1.